Dataset: Reaction yield outcomes from USPTO patents with 853,638 reactions. Task: Predict the reaction yield, written as a fraction of the theoretical maximum amount of product (1.0 means a 100% yield; for example, 0.34 means a 34% yield). (1) The reactants are [OH:1][CH2:2][C:3]1[NH:4][C:5]2[CH:11]=[CH:10][CH:9]=[CH:8][C:6]=2[N:7]=1.C(N(CC)C(C)C)(C)C.[CH3:21][Si:22]([CH3:29])([CH3:28])[CH2:23][CH2:24][O:25][CH2:26]Cl. The catalyst is CN(C=O)C. The product is [CH3:21][Si:22]([CH3:29])([CH3:28])[CH2:23][CH2:24][O:25][CH2:26][N:7]1[C:6]2[CH:8]=[CH:9][CH:10]=[CH:11][C:5]=2[N:4]=[C:3]1[CH2:2][OH:1]. The yield is 0.440. (2) The reactants are [F:1][C:2]1[CH:31]=[CH:30][C:5]([CH2:6][N:7]2[C:11]3=[CH:12][N:13]=[C:14]([C:20]([NH:22][O:23][CH:24]4[CH2:29][CH2:28][CH2:27][CH2:26][O:25]4)=[O:21])[C:15]([CH2:16][CH2:17][CH2:18]O)=[C:10]3[CH:9]=[CH:8]2)=[CH:4][CH:3]=1.C1C=CC(P(C2C=CC=CC=2)C2C=CC=CC=2)=CC=1.CC(OC(/N=N/C(OC(C)C)=O)=O)C. The catalyst is C1COCC1. The product is [F:1][C:2]1[CH:31]=[CH:30][C:5]([CH2:6][N:7]2[C:11]3=[CH:12][N:13]=[C:14]4[C:15]([CH2:16][CH2:17][CH2:18][N:22]([O:23][CH:24]5[CH2:29][CH2:28][CH2:27][CH2:26][O:25]5)[C:20]4=[O:21])=[C:10]3[CH:9]=[CH:8]2)=[CH:4][CH:3]=1. The yield is 0.130. (3) The reactants are [Cl:1][C:2]1[C:7]([O:8][CH3:9])=[CH:6][C:5]([O:10][CH3:11])=[C:4]([Cl:12])[C:3]=1[C:13]1[C:24](=[O:25])[NH:23][C:16]2[N:17]=[C:18]([S:21][CH3:22])[N:19]=[CH:20][C:15]=2[CH:14]=1.I[CH2:27][CH2:28][O:29][CH:30]1[CH2:35][CH2:34][N:33]([C:36]([O:38][C:39]([CH3:42])([CH3:41])[CH3:40])=[O:37])[CH2:32][CH2:31]1.C([O-])([O-])=O.[K+].[K+]. The catalyst is C(#N)C. The product is [Cl:1][C:2]1[C:7]([O:8][CH3:9])=[CH:6][C:5]([O:10][CH3:11])=[C:4]([Cl:12])[C:3]=1[C:13]1[C:24](=[O:25])[N:23]([CH2:27][CH2:28][O:29][CH:30]2[CH2:35][CH2:34][N:33]([C:36]([O:38][C:39]([CH3:40])([CH3:42])[CH3:41])=[O:37])[CH2:32][CH2:31]2)[C:16]2[N:17]=[C:18]([S:21][CH3:22])[N:19]=[CH:20][C:15]=2[CH:14]=1. The yield is 0.800. (4) The reactants are [CH2:1]([C:5]1[N:6]=[C:7]([CH2:27][CH2:28][O:29][CH3:30])[NH:8][C:9](=[O:26])[C:10]=1[CH2:11][C:12]1[CH:17]=[CH:16][C:15]([C:18]2[C:19]([C:24]#[N:25])=[CH:20][CH:21]=[CH:22][CH:23]=2)=[CH:14][CH:13]=1)[CH2:2][CH2:3][CH3:4].[O:31]1[C:35]2[CH:36]=[CH:37][C:38](B(O)O)=[CH:39][C:34]=2[CH2:33][CH2:32]1.N1C=CC=CC=1.C(N(CC)CC)C. The catalyst is C(OCC)(=O)C.C([O-])(=O)C.[Cu+2].C([O-])(=O)C.ClCCl. The product is [CH2:1]([C:5]1[N:6]=[C:7]([CH2:27][CH2:28][O:29][CH3:30])[N:8]([C:38]2[CH:37]=[CH:36][C:35]3[O:31][CH2:32][CH2:33][C:34]=3[CH:39]=2)[C:9](=[O:26])[C:10]=1[CH2:11][C:12]1[CH:17]=[CH:16][C:15]([C:18]2[C:19]([C:24]#[N:25])=[CH:20][CH:21]=[CH:22][CH:23]=2)=[CH:14][CH:13]=1)[CH2:2][CH2:3][CH3:4]. The yield is 0.720. (5) The reactants are Br[C:2]1[S:6][C:5]([CH:7]=[O:8])=[CH:4][CH:3]=1.[CH3:9][O:10][C:11]1[CH:16]=[CH:15][C:14](B(O)O)=[CH:13][CH:12]=1. No catalyst specified. The product is [CH3:9][O:10][C:11]1[CH:16]=[CH:15][C:14]([C:2]2[S:6][C:5]([CH:7]=[O:8])=[CH:4][CH:3]=2)=[CH:13][CH:12]=1. The yield is 0.820. (6) The reactants are [C:1]1([N:7]2[CH2:11][CH2:10][NH:9][C:8]2=[O:12])[CH:6]=[CH:5][CH:4]=[CH:3][CH:2]=1.Cl[C:14](Cl)([O:16]C(=O)OC(Cl)(Cl)Cl)Cl.[CH2:25]([N:27]1[CH:31]=[C:30]([C:32]2[S:40][C:39]3[C:34](=[N:35][CH:36]=[CH:37][C:38]=3[O:41][C:42]3[CH:47]=[CH:46][C:45]([NH2:48])=[CH:44][C:43]=3[F:49])[CH:33]=2)[N:29]=[CH:28]1)[CH3:26].CCN(C(C)C)C(C)C. The catalyst is C1COCC1. The product is [CH2:25]([N:27]1[CH:31]=[C:30]([C:32]2[S:40][C:39]3[C:34](=[N:35][CH:36]=[CH:37][C:38]=3[O:41][C:42]3[CH:47]=[CH:46][C:45]([NH:48][C:14]([N:9]4[CH2:10][CH2:11][N:7]([C:1]5[CH:2]=[CH:3][CH:4]=[CH:5][CH:6]=5)[C:8]4=[O:12])=[O:16])=[CH:44][C:43]=3[F:49])[CH:33]=2)[N:29]=[CH:28]1)[CH3:26]. The yield is 0.430. (7) The reactants are Cl[CH2:2][CH2:3][N:4]([CH2:19][CH2:20]Cl)[C:5]1[C:6]([CH3:18])=[C:7]([CH3:17])[C:8]2[O:12][C:11]([CH3:14])([CH3:13])[CH2:10][C:9]=2[C:15]=1[CH3:16].[CH3:22][N:23]1[C:27]([NH2:28])=[CH:26][CH:25]=[N:24]1. No catalyst specified. The product is [CH3:22][N:23]1[C:27]([N:28]2[CH2:20][CH2:19][N:4]([C:5]3[C:6]([CH3:18])=[C:7]([CH3:17])[C:8]4[O:12][C:11]([CH3:14])([CH3:13])[CH2:10][C:9]=4[C:15]=3[CH3:16])[CH2:3][CH2:2]2)=[CH:26][CH:25]=[N:24]1. The yield is 0.0400. (8) The reactants are [NH2:1][C:2]1[CH:12]=[CH:11][C:5]([C:6]([N:8]([CH3:10])[CH3:9])=[O:7])=[CH:4][CH:3]=1.Cl[C:14]([O:16][CH2:17][C:18]([Cl:21])([Cl:20])[Cl:19])=[O:15]. The catalyst is C(Cl)Cl. The product is [CH3:9][N:8]([CH3:10])[C:6]([C:5]1[CH:11]=[CH:12][C:2]([NH:1][C:14](=[O:15])[O:16][CH2:17][C:18]([Cl:21])([Cl:20])[Cl:19])=[CH:3][CH:4]=1)=[O:7]. The yield is 0.730. (9) The reactants are [Cl:1][C:2]1[CH:3]=[C:4]([C:9]2[O:13][N:12]=[CH:11][C:10]=2[CH2:14][CH2:15][C:16](OC)=[O:17])[CH:5]=[CH:6][C:7]=1[F:8].[H-].C([Al+]CC(C)C)C(C)C.Cl. The catalyst is O1CCCC1. The product is [Cl:1][C:2]1[CH:3]=[C:4]([C:9]2[O:13][N:12]=[CH:11][C:10]=2[CH2:14][CH2:15][CH2:16][OH:17])[CH:5]=[CH:6][C:7]=1[F:8]. The yield is 0.950. (10) The reactants are [C:1](=[O:4])([OH:3])[NH2:2].N[C:6]1[C:14]2[C:9](=[CH:10][CH:11]=[CH:12][CH:13]=2)[NH:8][N:7]=1.[CH2:15]1[C:20](=[O:21])[N:19]([O:22][C:23](ON2C(=O)CCC2=O)=[O:24])[C:17](=[O:18])[CH2:16]1.N1C=CC=C[CH:34]=1. The yield is 0.929. The catalyst is C(#N)C. The product is [CH3:34][O:4][C:1]([N:2]1[C:13]2[C:14](=[C:9]([NH:8][C:23]([O:22][N:19]3[C:20](=[O:21])[CH2:15][CH2:16][C:17]3=[O:18])=[O:24])[CH:10]=[CH:11][CH:12]=2)[CH:6]=[N:7]1)=[O:3].